Dataset: Full USPTO retrosynthesis dataset with 1.9M reactions from patents (1976-2016). Task: Predict the reactants needed to synthesize the given product. (1) Given the product [F:1][C:2]1[CH:7]=[CH:6][C:5]([F:8])=[CH:4][C:3]=1[CH:9]1[CH2:18][CH2:17][C:16]2[C:11](=[CH:12][CH:13]=[C:14]([O:19][C:27]3[CH:32]=[CH:31][C:30]([O:33][CH2:34][CH3:35])=[CH:29][C:28]=3[N+:36]([O-:38])=[O:37])[CH:15]=2)[O:10]1, predict the reactants needed to synthesize it. The reactants are: [F:1][C:2]1[CH:7]=[CH:6][C:5]([F:8])=[CH:4][C:3]=1[CH:9]1[CH2:18][CH2:17][C:16]2[C:11](=[CH:12][CH:13]=[C:14]([OH:19])[CH:15]=2)[O:10]1.CC(C)([O-])C.[K+].Cl[C:27]1[CH:32]=[CH:31][C:30]([O:33][CH2:34][CH3:35])=[CH:29][C:28]=1[N+:36]([O-:38])=[O:37].Cl. (2) Given the product [C:1]([O:5][C:6]([CH:7]1[CH:10]([CH3:11])[CH2:9][N:8]1[CH2:13][C:14]1[CH:19]=[CH:18][CH:17]=[CH:16][CH:15]=1)=[O:20])([CH3:4])([CH3:3])[CH3:2], predict the reactants needed to synthesize it. The reactants are: [C:1]([O:5][C:6](=[O:20])[CH2:7][N:8]([CH2:13][C:14]1[CH:19]=[CH:18][CH:17]=[CH:16][CH:15]=1)[CH2:9][CH:10](Cl)[CH3:11])([CH3:4])([CH3:3])[CH3:2].CN(C)P(N(C)C)(N(C)C)=O.C[Si](C)(C)[N-][Si](C)(C)C.[Li+].[Cl-].[NH4+]. (3) The reactants are: F[C:2]1[CH:3]=[C:4]2[C:9](=[CH:10][N:11]=1)[N:8]=[CH:7][C:6]([C:12]#[N:13])=[C:5]2[NH:14][C:15]1[CH:20]=[CH:19][CH:18]=[C:17]([CH:21]([CH3:23])[CH3:22])[CH:16]=1.[CH3:24][O:25][C:26]1[CH:31]=[CH:30][C:29]([CH2:32][NH2:33])=[CH:28][CH:27]=1. Given the product [CH:21]([C:17]1[CH:16]=[C:15]([NH:14][C:5]2[C:4]3[C:9](=[CH:10][N:11]=[C:2]([NH:33][CH2:32][C:29]4[CH:30]=[CH:31][C:26]([O:25][CH3:24])=[CH:27][CH:28]=4)[CH:3]=3)[N:8]=[CH:7][C:6]=2[C:12]#[N:13])[CH:20]=[CH:19][CH:18]=1)([CH3:23])[CH3:22], predict the reactants needed to synthesize it. (4) Given the product [C:1]12([C:11]3[C:12]4[O:29][C:30]([C:31]5[CH:36]=[CH:35][CH:34]=[CH:33][CH:32]=5)=[N:28][C:13]=4[CH:14]=[C:15]([C:17]4[CH:22]=[CH:21][C:20]([CH:23]5[O:27][CH2:26][CH2:25][O:24]5)=[CH:19][N:18]=4)[CH:16]=3)[CH2:8][CH:7]3[CH2:9][CH:3]([CH2:4][CH:5]([CH2:6]3)[CH2:10]1)[CH2:2]2, predict the reactants needed to synthesize it. The reactants are: [C:1]12([C:11]3[CH:16]=[C:15]([C:17]4[CH:22]=[CH:21][C:20]([CH:23]5[O:27][CH2:26][CH2:25][O:24]5)=[CH:19][N:18]=4)[CH:14]=[C:13]([NH2:28])[C:12]=3[OH:29])[CH2:10][CH:5]3[CH2:6][CH:7]([CH2:9][CH:3]([CH2:4]3)[CH2:2]1)[CH2:8]2.[C:30](Cl)(=O)[C:31]1[CH:36]=[CH:35][CH:34]=[CH:33][CH:32]=1.C1(C)C=CC(S(O)(=O)=O)=CC=1. (5) Given the product [Br:14][CH2:2][C:3]1[S:4][C:5]([S:8][CH2:9][CH2:10][CH2:11][CH3:12])=[CH:6][CH:7]=1, predict the reactants needed to synthesize it. The reactants are: O[CH2:2][C:3]1[S:4][C:5]([S:8][CH2:9][CH2:10][CH2:11][CH3:12])=[CH:6][CH:7]=1.P(Br)(Br)[Br:14].